From a dataset of Reaction yield outcomes from USPTO patents with 853,638 reactions. Predict the reaction yield, written as a fraction of the theoretical maximum amount of product (1.0 means a 100% yield; for example, 0.34 means a 34% yield). (1) The reactants are Cl.[Cl:2][C:3]1[CH:4]=[C:5]([O:14][CH:15]2[CH2:20][CH2:19][NH:18][CH2:17][CH2:16]2)[C:6]([CH3:13])=[C:7]([CH:12]=1)[C:8]([O:10][CH3:11])=[O:9].C=O.[C:23](O[BH-](OC(=O)C)OC(=O)C)(=O)C.[Na+]. The catalyst is CO.C(O)(=O)C. The product is [Cl:2][C:3]1[CH:4]=[C:5]([O:14][CH:15]2[CH2:20][CH2:19][N:18]([CH3:23])[CH2:17][CH2:16]2)[C:6]([CH3:13])=[C:7]([CH:12]=1)[C:8]([O:10][CH3:11])=[O:9]. The yield is 0.990. (2) The reactants are [NH2:1][C:2]1[CH:7]=[CH:6][C:5]([Br:8])=[CH:4][C:3]=1[CH2:9][C:10]#[N:11].[N:12]([O-])=O.[Na+].[OH-].[NH4+]. The product is [Br:8][C:5]1[CH:4]=[C:3]2[C:2](=[CH:7][CH:6]=1)[NH:1][N:12]=[C:9]2[C:10]#[N:11]. The yield is 0.600. The catalyst is Cl.O. (3) No catalyst specified. The product is [CH3:1][C:2]1[CH:6]=[C:5]([NH:7][S:8]([C:11]2[CH:16]=[CH:15][C:14]([C:23]3[CH:24]=[CH:25][C:20]([O:19][CH3:18])=[CH:21][CH:22]=3)=[CH:13][CH:12]=2)(=[O:10])=[O:9])[O:4][N:3]=1. The yield is 0.820. The reactants are [CH3:1][C:2]1[CH:6]=[C:5]([NH:7][S:8]([C:11]2[CH:16]=[CH:15][C:14](Br)=[CH:13][CH:12]=2)(=[O:10])=[O:9])[O:4][N:3]=1.[CH3:18][O:19][C:20]1[CH:25]=[CH:24][C:23](B(O)O)=[CH:22][CH:21]=1. (4) The reactants are [CH3:1][N:2]([S:22]([C:25]1[S:26][CH:27]=[CH:28][CH:29]=1)(=[O:24])=[O:23])[C:3]1[CH:4]=[CH:5][CH:6]=[C:7]2[C:11]=1[NH:10][C:9]([C:12]1[S:16][C:15]([C:17](OCC)=[O:18])=[N:14][N:13]=1)=[CH:8]2.O1CCCC1.[BH4-].[Na+]. The catalyst is CO. The product is [OH:18][CH2:17][C:15]1[S:16][C:12]([C:9]2[NH:10][C:11]3[C:7]([CH:8]=2)=[CH:6][CH:5]=[CH:4][C:3]=3[N:2]([CH3:1])[S:22]([C:25]2[S:26][CH:27]=[CH:28][CH:29]=2)(=[O:24])=[O:23])=[N:13][N:14]=1. The yield is 0.940. (5) The reactants are Cl[C:2]1[N:3]=[N:4][C:5]([N:10]2[CH2:15][CH2:14][NH:13][C@H:12]([CH3:16])[CH2:11]2)=[C:6]([CH3:9])[C:7]=1[CH3:8].[F:17][C:18]1[CH:23]=[CH:22][C:21](B(O)O)=[CH:20][CH:19]=1.C1(C)C=CC=CC=1. The catalyst is [Pd].C1(P(C2C=CC=CC=2)C2C=CC=CC=2)C=CC=CC=1.C1(P(C2C=CC=CC=2)C2C=CC=CC=2)C=CC=CC=1.C1(P(C2C=CC=CC=2)C2C=CC=CC=2)C=CC=CC=1.C1(P(C2C=CC=CC=2)C2C=CC=CC=2)C=CC=CC=1.O. The product is [F:17][C:18]1[CH:23]=[CH:22][C:21]([C:2]2[N:3]=[N:4][C:5]([N:10]3[CH2:15][CH2:14][NH:13][C@H:12]([CH3:16])[CH2:11]3)=[C:6]([CH3:9])[C:7]=2[CH3:8])=[CH:20][CH:19]=1. The yield is 0.830. (6) The reactants are O=[C:2]1[N:21]([CH:22]2[CH2:27][CH2:26][O:25][CH2:24][CH2:23]2)[C:5]2=[N:6][C:7]([C:10]3[CH:11]=[N:12][N:13]4[CH:18]=[CH:17][C:16]([C:19]#[N:20])=[CH:15][C:14]=34)=[CH:8][CH:9]=[C:4]2[NH:3]1.C(O)(=O)CC(CC(O)=O)(C(O)=O)O.C(OCC)(OCC)OCC. The catalyst is CCO. The product is [O:25]1[CH2:24][CH2:23][CH:22]([N:21]2[C:5]3=[N:6][C:7]([C:10]4[CH:11]=[N:12][N:13]5[CH:18]=[CH:17][C:16]([C:19]#[N:20])=[CH:15][C:14]=45)=[CH:8][CH:9]=[C:4]3[N:3]=[CH:2]2)[CH2:27][CH2:26]1. The yield is 0.410. (7) The reactants are Cl[C:2]1[CH:7]=[CH:6][C:5]([N+:8]([O-:10])=[O:9])=[CH:4][N:3]=1.[NH:11]1[CH2:15][CH2:14][CH2:13][CH2:12]1.C(=O)([O-])[O-].[K+].[K+].O1CCOCCOCCOCCOCCOCC1. The catalyst is C(#N)C. The product is [N+:8]([C:5]1[CH:6]=[CH:7][C:2]([N:11]2[CH2:15][CH2:14][CH2:13][CH2:12]2)=[N:3][CH:4]=1)([O-:10])=[O:9]. The yield is 0.870. (8) The reactants are [Br:1]Br.[C:3]1(=[O:10])[NH:8][C:7](=[O:9])[CH2:6][CH2:5][CH2:4]1. The catalyst is ClC(Cl)CCl. The product is [Br:1][CH:4]1[CH2:5][CH2:6][C:7](=[O:9])[NH:8][C:3]1=[O:10]. The yield is 0.440.